Dataset: Peptide-MHC class II binding affinity with 134,281 pairs from IEDB. Task: Regression. Given a peptide amino acid sequence and an MHC pseudo amino acid sequence, predict their binding affinity value. This is MHC class II binding data. (1) The peptide sequence is RVPEDLLAMVVAVEQ. The MHC is DRB1_0301 with pseudo-sequence DRB1_0301. The binding affinity (normalized) is 0.142. (2) The peptide sequence is IGKMFEATARGARRM. The MHC is DRB1_0405 with pseudo-sequence DRB1_0405. The binding affinity (normalized) is 0.182. (3) The MHC is HLA-DPA10201-DPB11401 with pseudo-sequence HLA-DPA10201-DPB11401. The peptide sequence is ISGLKPGVDYTITVY. The binding affinity (normalized) is 0.346. (4) The peptide sequence is TMKNKAWMVHRQWFF. The MHC is DRB1_0404 with pseudo-sequence DRB1_0404. The binding affinity (normalized) is 0.222.